From a dataset of Peptide-MHC class II binding affinity with 134,281 pairs from IEDB. Regression. Given a peptide amino acid sequence and an MHC pseudo amino acid sequence, predict their binding affinity value. This is MHC class II binding data. (1) The MHC is HLA-DPA10301-DPB10402 with pseudo-sequence HLA-DPA10301-DPB10402. The peptide sequence is IAFFRKEPLKECGGI. The binding affinity (normalized) is 0.436. (2) The peptide sequence is GPVTILNWSFVRNDQ. The MHC is HLA-DQA10101-DQB10501 with pseudo-sequence HLA-DQA10101-DQB10501. The binding affinity (normalized) is 0.395. (3) The peptide sequence is SDLASTKMKWSPRIK. The MHC is DRB1_0101 with pseudo-sequence DRB1_0101. The binding affinity (normalized) is 0.634.